This data is from Reaction yield outcomes from USPTO patents with 853,638 reactions. The task is: Predict the reaction yield, written as a fraction of the theoretical maximum amount of product (1.0 means a 100% yield; for example, 0.34 means a 34% yield). (1) The reactants are I[CH2:2][C@@H:3]([CH3:17])[CH2:4][N:5]1[C:10]2[CH:11]=[C:12]([CH3:15])[CH:13]=[CH:14][C:9]=2[O:8][CH2:7][C:6]1=[O:16].[CH2:18]([CH:23]1[CH2:29][CH:28]2[NH:30][CH:25]([CH2:26][CH2:27]2)[CH2:24]1)[CH2:19][CH2:20][CH2:21][CH3:22]. The catalyst is CCN(CC)CC. The product is [CH2:18]([CH:23]1[CH2:24][CH:25]2[N:30]([CH2:2][C@@H:3]([CH3:17])[CH2:4][N:5]3[C:10]4[CH:11]=[C:12]([CH3:15])[CH:13]=[CH:14][C:9]=4[O:8][CH2:7][C:6]3=[O:16])[CH:28]([CH2:27][CH2:26]2)[CH2:29]1)[CH2:19][CH2:20][CH2:21][CH3:22]. The yield is 0.680. (2) The reactants are Br[C:2]1[CH:7]=[CH:6][CH:5]=[CH:4][C:3]=1[CH2:8][CH2:9][C:10]([N:12]([CH:22]([CH3:24])[CH3:23])[NH:13][C:14](=[O:21])[C:15]1[CH:20]=[CH:19][CH:18]=[CH:17][CH:16]=1)=[O:11].C([O-])([O-])=O.[Na+].[Na+].[Cl:31][C:32]1[CH:37]=[CH:36][C:35](B(O)O)=[CH:34][CH:33]=1. The catalyst is COCCOC. The product is [Cl:31][C:32]1[CH:37]=[CH:36][C:35]([C:2]2[CH:7]=[CH:6][CH:5]=[CH:4][C:3]=2[CH2:8][CH2:9][C:10]([N:12]([CH:22]([CH3:24])[CH3:23])[NH:13][C:14](=[O:21])[C:15]2[CH:20]=[CH:19][CH:18]=[CH:17][CH:16]=2)=[O:11])=[CH:34][CH:33]=1. The yield is 0.610. (3) The reactants are [CH:1]1([S:4](Cl)(=[O:6])=[O:5])[CH2:3][CH2:2]1.[NH2:8][C:9]1[C:28]([C:29]2[CH:34]=[CH:33][CH:32]=[C:31]([C:35](=[O:46])[NH:36][C:37]([C:40]3[CH:45]=[CH:44][CH:43]=[CH:42][CH:41]=3)([CH3:39])[CH3:38])[CH:30]=2)=[CH:27][C:12]2[C:13]([C:23]([NH:25][CH3:26])=[O:24])=[C:14]([C:16]3[CH:21]=[CH:20][C:19]([F:22])=[CH:18][CH:17]=3)[O:15][C:11]=2[CH:10]=1. The catalyst is N1C=CC=CC=1. The product is [CH:1]1([S:4]([NH:8][C:9]2[C:28]([C:29]3[CH:34]=[CH:33][CH:32]=[C:31]([C:35](=[O:46])[NH:36][C:37]([C:40]4[CH:41]=[CH:42][CH:43]=[CH:44][CH:45]=4)([CH3:39])[CH3:38])[CH:30]=3)=[CH:27][C:12]3[C:13]([C:23]([NH:25][CH3:26])=[O:24])=[C:14]([C:16]4[CH:17]=[CH:18][C:19]([F:22])=[CH:20][CH:21]=4)[O:15][C:11]=3[CH:10]=2)(=[O:6])=[O:5])[CH2:3][CH2:2]1. The yield is 0.700. (4) The reactants are [Br:1][C:2]1[CH:11]=[CH:10][C:5]2[NH:6][C:7]([Cl:9])=[N:8][C:4]=2[CH:3]=1.BrC1C=CC2N=C(Cl)N([C:22]3[N:27]=[C:26]([Cl:28])[N:25]=[C:24]([CH3:29])[N:23]=3)C=2C=1. The catalyst is O1CCOCC1. The product is [Br:1][C:2]1[CH:11]=[CH:10][C:5]2[N:6]([C:22]3[N:27]=[C:26]([Cl:28])[N:25]=[C:24]([CH3:29])[N:23]=3)[C:7]([Cl:9])=[N:8][C:4]=2[CH:3]=1. The yield is 0.410. (5) The reactants are [H-].[H-].[H-].[H-].[Li+].[Al+3].C([O:9][C:10](=O)[CH2:11][C@H:12]1[CH2:17][CH2:16][C@H:15]([NH:18][C:19](=[O:21])[CH3:20])[CH2:14][CH2:13]1)C.O.[OH-].[Na+]. The catalyst is C1COCC1. The product is [OH:9][CH2:10][CH2:11][C@H:12]1[CH2:17][CH2:16][C@H:15]([NH:18][C:19](=[O:21])[CH3:20])[CH2:14][CH2:13]1. The yield is 0.760. (6) The reactants are [OH:1][NH:2][C:3](=[NH:9])[C:4]([O:6][CH2:7][CH3:8])=[O:5].[CH2:10](OC(OCC)OCC)C. The catalyst is B(F)(F)F.CCOCC. The product is [O:1]1[CH:10]=[N:9][C:3]([C:4]([O:6][CH2:7][CH3:8])=[O:5])=[N:2]1. The yield is 0.790. (7) The reactants are [NH2:1][CH2:2][CH2:3][CH2:4][CH2:5][OH:6].[O:7]=[C:8]1[C:16]2[C:11](=[CH:12][CH:13]=[CH:14][CH:15]=2)[C:10](=[O:17])N1C(OCC)=O. The catalyst is C1COCC1. The product is [OH:6][CH2:5][CH2:4][CH2:3][CH2:2][N:1]1[C:8](=[O:7])[C:16]2[C:11](=[CH:12][CH:13]=[CH:14][CH:15]=2)[C:10]1=[O:17]. The yield is 0.680. (8) No catalyst specified. The yield is 0.450. The reactants are ClC1C=CN=C2C=CSC=12.[F:11][C:12]1[CH:32]=[C:31]([N+:33]([O-:35])=[O:34])[CH:30]=[CH:29][C:13]=1[O:14][C:15]1[CH:20]=[CH:19][N:18]=[C:17]2[CH:21]=[C:22](C(N(C)C)=O)[S:23][C:16]=12. The product is [F:11][C:12]1[CH:32]=[C:31]([N+:33]([O-:35])=[O:34])[CH:30]=[CH:29][C:13]=1[O:14][C:15]1[CH:20]=[CH:19][N:18]=[C:17]2[CH:21]=[CH:22][S:23][C:16]=12. (9) The reactants are [NH2:1][CH2:2][CH2:3][O:4][CH2:5][CH2:6][NH:7][C:8](=[O:14])[O:9][C:10]([CH3:13])([CH3:12])[CH3:11].[C:15](O)(=[O:22])[C:16]1[CH:21]=[CH:20][CH:19]=[N:18][CH:17]=1.CCN=C=NCCCN(C)C. The catalyst is CC#N.CCOC(C)=O. The product is [C:15]([NH:1][CH2:2][CH2:3][O:4][CH2:5][CH2:6][NH:7][C:8](=[O:14])[O:9][C:10]([CH3:11])([CH3:13])[CH3:12])(=[O:22])[C:16]1[CH:21]=[CH:20][CH:19]=[N:18][CH:17]=1. The yield is 0.440. (10) The reactants are [CH3:1][O:2][C:3]1[CH:4]=[CH:5][CH:6]=[C:7]2[C:12]=1[N:11]=[CH:10][CH:9]=[C:8]2[C:13]([OH:15])=[O:14].[C:16](Cl)(=O)C(Cl)=O. The catalyst is C(Cl)Cl. The product is [CH3:1][O:2][C:3]1[CH:4]=[CH:5][CH:6]=[C:7]2[C:12]=1[N:11]=[CH:10][CH:9]=[C:8]2[C:13]([O:15][CH3:16])=[O:14]. The yield is 0.940.